Task: Predict the reactants needed to synthesize the given product.. Dataset: Full USPTO retrosynthesis dataset with 1.9M reactions from patents (1976-2016) (1) Given the product [CH2:1]([O:3][C:4]1[CH:9]=[CH:8][C:7]([C:31]2([OH:34])[CH2:32][CH2:33][CH:28]([C:25]3[CH:26]=[CH:27][C:22]([O:21][CH2:17][CH2:18][CH2:19][CH3:20])=[C:23]([F:36])[C:24]=3[F:35])[CH2:29][CH2:30]2)=[C:6]([F:10])[C:5]=1[F:11])[CH3:2], predict the reactants needed to synthesize it. The reactants are: [CH2:1]([O:3][C:4]1[CH:9]=[CH:8][CH:7]=[C:6]([F:10])[C:5]=1[F:11])[CH3:2].C([Li])CCC.[CH2:17]([O:21][C:22]1[CH:27]=[CH:26][C:25]([CH:28]2[CH2:33][CH2:32][C:31](=[O:34])[CH2:30][CH2:29]2)=[C:24]([F:35])[C:23]=1[F:36])[CH2:18][CH2:19][CH3:20].[Cl-].[NH4+]. (2) The reactants are: [ClH:1].Cl.CC1C=CC(S(O[CH2:14][C@@H:15]2[O:20][C:19]3[C:21]([NH2:26])=[C:22]([NH2:25])[CH:23]=[CH:24][C:18]=3[O:17][CH2:16]2)(=O)=O)=CC=1.[C:27](O)(=O)[CH3:28]. Given the product [CH3:27][C:28]1[NH:25][C:22]2[C:21]([N:26]=1)=[C:19]1[C:18](=[CH:24][CH:23]=2)[O:17][CH2:16][CH:15]([CH2:14][Cl:1])[O:20]1, predict the reactants needed to synthesize it. (3) Given the product [N:8]1([CH2:2][CH:3]([OH:1])[CH2:4][CH2:5][CH2:6][CH3:7])[CH:12]=[CH:11][N:10]=[CH:9]1, predict the reactants needed to synthesize it. The reactants are: [O:1]1[CH:3]([CH2:4][CH2:5][CH2:6][CH3:7])[CH2:2]1.[NH:8]1[CH:12]=[CH:11][N:10]=[CH:9]1.